From a dataset of Catalyst prediction with 721,799 reactions and 888 catalyst types from USPTO. Predict which catalyst facilitates the given reaction. (1) Reactant: [Br:1][C:2]1[CH:7]=[CH:6][C:5]([OH:8])=[CH:4][CH:3]=1.C([O:11][C:12](=[O:17])[CH2:13][CH2:14][CH2:15]Br)C.C([O-])([O-])=O.[K+].[K+].[OH-].[Na+]. Product: [Br:1][C:2]1[CH:7]=[CH:6][C:5]([O:8][CH2:15][CH2:14][CH2:13][C:12]([OH:17])=[O:11])=[CH:4][CH:3]=1. The catalyst class is: 121. (2) Reactant: [F:1][C:2]1[CH:7]=[C:6]([F:8])[CH:5]=[CH:4][C:3]=1[C:9](=O)[CH2:10][C:11]1[CH:16]=[CH:15][CH:14]=[CH:13][CH:12]=1.[CH2:18]([O:20][C:21]1[CH:22]=[C:23]([CH:26]=[C:27]([N+:30]([O-:32])=[O:31])[C:28]=1[OH:29])[CH:24]=O)[CH3:19].[NH2:33][C:34]([NH2:36])=[O:35].Cl. Product: [F:1][C:2]1[CH:7]=[C:6]([F:8])[CH:5]=[CH:4][C:3]=1[C:9]1[NH:36][C:34](=[O:35])[NH:33][CH:24]([C:23]2[CH:26]=[C:27]([N+:30]([O-:32])=[O:31])[C:28]([OH:29])=[C:21]([O:20][CH2:18][CH3:19])[CH:22]=2)[C:10]=1[C:11]1[CH:16]=[CH:15][CH:14]=[CH:13][CH:12]=1. The catalyst class is: 14. (3) Reactant: [F:1][C:2]1[CH:7]=[CH:6][CH:5]=[CH:4][C:3]=1[C@:8]12[CH2:16][O:15][C@H:14]([C:17]([F:20])([F:19])[F:18])[C@H:13]1[CH2:12][S:11][C:10]([NH2:21])=[N:9]2.FC(F)(F)C(O)=O.S(=O)(=O)(O)O.[N+:34]([O-])([OH:36])=[O:35].[OH-].[Na+].[ClH:40]. Product: [ClH:40].[F:1][C:2]1[CH:7]=[CH:6][C:5]([N+:34]([O-:36])=[O:35])=[CH:4][C:3]=1[C@:8]12[CH2:16][O:15][C@H:14]([C:17]([F:18])([F:19])[F:20])[C@H:13]1[CH2:12][S:11][C:10]([NH2:21])=[N:9]2. The catalyst class is: 6. (4) Reactant: Cl.Cl.[NH:3]1[C:11]2[C:6](=[CH:7][C:8]([C:12]3[C:20]4[C:19]([NH2:21])=[N:18][CH:17]=[N:16][C:15]=4[N:14]([CH3:22])[CH:13]=3)=[CH:9][CH:10]=2)[CH2:5][CH2:4]1.N1C2C(=CC(C3C4C(N)=NC=NC=4N(C)C=3)=CC=2)CC1.CN([C:46]([O:50]N1N=NC2C=CC=NC1=2)=[N+](C)C)C.F[P-](F)(F)(F)(F)F.C[CH2:68][N:69]([CH:73]([CH3:75])[CH3:74])[CH:70]([CH3:72])C. Product: [CH3:22][N:14]1[C:15]2[N:16]=[CH:17][N:18]=[C:19]([NH2:21])[C:20]=2[C:12]([C:8]2[CH:7]=[C:6]3[C:11](=[CH:10][CH:9]=2)[N:3]([C:46](=[O:50])[CH2:75][C:73]2[N:69]([CH3:68])[CH:70]=[CH:72][CH:74]=2)[CH2:4][CH2:5]3)=[CH:13]1. The catalyst class is: 6. (5) Reactant: C(O)(C(F)(F)F)=O.[F:8][C:9]([F:53])([F:52])[C:10]1[CH:11]=[C:12]([CH:45]=[C:46]([C:48]([F:51])([F:50])[F:49])[CH:47]=1)[CH2:13][N:14]([CH3:44])[C:15]([N:17]1[CH2:22][CH2:21][C@H:20]([N:23]2[CH2:28][CH2:27][N:26](C(OC(C)(C)C)=O)[CH2:25][CH2:24]2)[CH2:19][C@@H:18]1[C:36]1[CH:41]=[CH:40][C:39]([F:42])=[CH:38][C:37]=1[CH3:43])=[O:16]. Product: [F:53][C:9]([F:8])([F:52])[C:10]1[CH:11]=[C:12]([CH:45]=[C:46]([C:48]([F:49])([F:51])[F:50])[CH:47]=1)[CH2:13][N:14]([CH3:44])[C:15]([N:17]1[CH2:22][CH2:21][C@H:20]([N:23]2[CH2:24][CH2:25][NH:26][CH2:27][CH2:28]2)[CH2:19][C@@H:18]1[C:36]1[CH:41]=[CH:40][C:39]([F:42])=[CH:38][C:37]=1[CH3:43])=[O:16]. The catalyst class is: 2. (6) Reactant: I[C:2]1[N:11]=[C:10]2[N:4]([CH2:5][CH2:6][C:7]3[CH:23]=[CH:22][CH:21]=[CH:20][C:8]=3[CH:9]2[O:12][CH:13]2[CH2:18][CH2:17][N:16]([CH3:19])[CH2:15][CH2:14]2)[C:3]=1[C:24]#[N:25].[CH2:26]([Sn](CCCC)(CCCC)CCCC)[C:27](=[CH2:29])[CH3:28].[K].[Li+].[Cl-]. Product: [CH3:28][C:27](=[CH2:26])[CH2:29][C:2]1[N:11]=[C:10]2[N:4]([CH2:5][CH2:6][C:7]3[CH:23]=[CH:22][CH:21]=[CH:20][C:8]=3[CH:9]2[O:12][CH:13]2[CH2:18][CH2:17][N:16]([CH3:19])[CH2:15][CH2:14]2)[C:3]=1[C:24]#[N:25]. The catalyst class is: 128.